This data is from Forward reaction prediction with 1.9M reactions from USPTO patents (1976-2016). The task is: Predict the product of the given reaction. (1) Given the reactants [F:1][C:2]1[CH:11]=[C:10]([F:12])[CH:9]=[C:8]2[C:3]=1[C:4]([N:20]1[C:28]3[C:23](=[N:24][CH:25]=[C:26]([N:29]4[CH2:34][CH2:33][O:32][CH2:31][CH2:30]4)[CH:27]=3)[C:22]3([CH2:39][CH2:38][O:37][CH2:36][CH2:35]3)[CH2:21]1)=[C:5]([CH3:19])[C:6]([N:13]1[CH2:18][CH2:17][NH:16][CH2:15][CH2:14]1)=[N:7]2.[CH3:40][N:41]=[C:42]=[O:43], predict the reaction product. The product is: [F:1][C:2]1[CH:11]=[C:10]([F:12])[CH:9]=[C:8]2[C:3]=1[C:4]([N:20]1[C:28]3[C:23](=[N:24][CH:25]=[C:26]([N:29]4[CH2:30][CH2:31][O:32][CH2:33][CH2:34]4)[CH:27]=3)[C:22]3([CH2:35][CH2:36][O:37][CH2:38][CH2:39]3)[CH2:21]1)=[C:5]([CH3:19])[C:6]([N:13]1[CH2:18][CH2:17][N:16]([C:42]([NH:41][CH3:40])=[O:43])[CH2:15][CH2:14]1)=[N:7]2. (2) Given the reactants [NH:1]1[C:9]2[C:4](=[C:5]([C:10]3[N:11]=[C:12]([N:24]4[CH2:29][CH2:28][O:27][CH2:26][CH2:25]4)[C:13]4[S:18][C:17]([CH:19]([CH3:23])C(O)=O)=[CH:16][C:14]=4[N:15]=3)[CH:6]=[CH:7][CH:8]=2)[CH:3]=[N:2]1.[C:30](N1C=CN=C1)([N:32]1[CH:36]=CN=[CH:33]1)=[O:31].C(N(CC)CC)C.Cl.CNC, predict the reaction product. The product is: [NH:1]1[C:9]2[C:4](=[C:5]([C:10]3[N:11]=[C:12]([N:24]4[CH2:25][CH2:26][O:27][CH2:28][CH2:29]4)[C:13]4[S:18][C:17]([CH2:19][CH2:23][C:30]([N:32]([CH3:36])[CH3:33])=[O:31])=[CH:16][C:14]=4[N:15]=3)[CH:6]=[CH:7][CH:8]=2)[CH:3]=[N:2]1. (3) Given the reactants Br[CH2:2][CH2:3][CH2:4][CH2:5][O:6][C:7]1[CH:16]=[CH:15][C:10]([C:11]([O:13]C)=[O:12])=[CH:9][CH:8]=1.[CH3:17][C:18]([CH3:34])([CH3:33])[CH2:19][N:20]1[C:28]2[C:23](=[C:24]([CH2:30][CH2:31][CH3:32])[C:25]([OH:29])=[CH:26][CH:27]=2)[CH:22]=[CH:21]1, predict the reaction product. The product is: [CH3:17][C:18]([CH3:33])([CH3:34])[CH2:19][N:20]1[C:28]2[C:23](=[C:24]([CH2:30][CH2:31][CH3:32])[C:25]([O:29][CH2:2][CH2:3][CH2:4][CH2:5][O:6][C:7]3[CH:16]=[CH:15][C:10]([C:11]([OH:13])=[O:12])=[CH:9][CH:8]=3)=[CH:26][CH:27]=2)[CH:22]=[CH:21]1. (4) Given the reactants CCN(C(C)C)C(C)C.[F:10][CH:11]1[CH2:16][CH2:15][CH2:14][NH:13][CH2:12]1.Cl[CH2:18][C:19]([C:21]1[C:29]2[C:24](=[N:25][CH:26]=[C:27]([NH:30][C:31](=[O:47])[C:32]3[C:37]([F:38])=[CH:36][CH:35]=[C:34]([NH:39][S:40]([CH2:43][CH2:44][CH3:45])(=[O:42])=[O:41])[C:33]=3[F:46])[CH:28]=2)[NH:23][CH:22]=1)=[O:20], predict the reaction product. The product is: [F:46][C:33]1[C:34]([NH:39][S:40]([CH2:43][CH2:44][CH3:45])(=[O:41])=[O:42])=[CH:35][CH:36]=[C:37]([F:38])[C:32]=1[C:31]([NH:30][C:27]1[CH:28]=[C:29]2[C:21]([C:19](=[O:20])[CH2:18][N:13]3[CH2:14][CH2:15][CH2:16][CH:11]([F:10])[CH2:12]3)=[CH:22][NH:23][C:24]2=[N:25][CH:26]=1)=[O:47]. (5) Given the reactants [C:1]1([CH2:7][N:8]2[CH2:13][CH2:12][N:11]([CH2:14][C:15]3[CH:20]=[CH:19][CH:18]=[CH:17][CH:16]=3)[CH2:10][CH:9]2[C:21](N(OC)C)=[O:22])[CH:6]=[CH:5][CH:4]=[CH:3][CH:2]=1.[C:27]1([Mg]Br)[CH:32]=[CH:31][CH:30]=[CH:29][CH:28]=1.[Cl-:35].[NH4+], predict the reaction product. The product is: [ClH:35].[ClH:35].[C:21]([CH:9]1[CH2:10][N:11]([CH2:14][C:15]2[CH:20]=[CH:19][CH:18]=[CH:17][CH:16]=2)[CH2:12][CH2:13][N:8]1[CH2:7][C:1]1[CH:6]=[CH:5][CH:4]=[CH:3][CH:2]=1)(=[O:22])[C:27]1[CH:32]=[CH:31][CH:30]=[CH:29][CH:28]=1. (6) Given the reactants [Br:1][C:2]1[CH:7]=[CH:6][C:5]([CH:8]([O:12][CH3:13])[C:9]([OH:11])=O)=[C:4]([F:14])[CH:3]=1.[NH2:15][CH2:16][C:17]1[CH:24]=[CH:23][C:20]([C:21]#[N:22])=[CH:19][CH:18]=1, predict the reaction product. The product is: [Br:1][C:2]1[CH:7]=[CH:6][C:5]([CH:8]([O:12][CH3:13])[C:9]([NH:22][CH2:21][C:20]2[CH:23]=[CH:24][C:17]([C:16]#[N:15])=[CH:18][CH:19]=2)=[O:11])=[C:4]([F:14])[CH:3]=1.